Dataset: Catalyst prediction with 721,799 reactions and 888 catalyst types from USPTO. Task: Predict which catalyst facilitates the given reaction. (1) Reactant: O1CCCCC1[O:7][CH2:8][CH2:9][N:10]1[CH:14]=[C:13]([C:15]2[N:20]=[C:19]3[N:21]([CH2:24][C:25]4[CH:26]=[C:27]5[C:32](=[CH:33][CH:34]=4)[N:31]=[CH:30][CH:29]=[CH:28]5)[N:22]=[N:23][C:18]3=[N:17][CH:16]=2)[CH:12]=[N:11]1.O1CCOCC1.Cl. Product: [N:31]1[C:32]2[C:27](=[CH:26][C:25]([CH2:24][N:21]3[C:19]4[C:18](=[N:17][CH:16]=[C:15]([C:13]5[CH:12]=[N:11][N:10]([CH2:9][CH2:8][OH:7])[CH:14]=5)[N:20]=4)[N:23]=[N:22]3)=[CH:34][CH:33]=2)[CH:28]=[CH:29][CH:30]=1. The catalyst class is: 2. (2) Reactant: [NH:1]1[CH:5]=[C:4]([C:6]2[CH:27]=[CH:26][C:9]3[O:10][CH2:11][CH2:12][N:13]([C:14]4[S:15][C:16]5[C:17](=[O:25])[NH:18][C:19]([CH3:24])([CH3:23])[CH2:20][C:21]=5[N:22]=4)[C:8]=3[CH:7]=2)[CH:3]=[N:2]1.[C:28](Cl)(=[O:31])[CH:29]=[CH2:30]. Product: [C:28]([N:1]1[CH:5]=[C:4]([C:6]2[CH:27]=[CH:26][C:9]3[O:10][CH2:11][CH2:12][N:13]([C:14]4[S:15][C:16]5[C:17](=[O:25])[NH:18][C:19]([CH3:24])([CH3:23])[CH2:20][C:21]=5[N:22]=4)[C:8]=3[CH:7]=2)[CH:3]=[N:2]1)(=[O:31])[CH:29]=[CH2:30]. The catalyst class is: 2. (3) Reactant: FC1C(O[C:9](=[O:27])[C:10]2[CH:15]=[CH:14][C:13]([F:16])=[C:12]([F:17])[C:11]=2[NH:18][C:19]2[CH:24]=[CH:23][C:22]([I:25])=[CH:21][C:20]=2[F:26])=C(F)C(F)=C(F)C=1F.[Cl-].[OH:33][CH:34]1[CH2:38][O:37][NH2+:36][CH2:35]1.CN1CCOCC1.C(OCC)(=O)C. Product: [F:17][C:12]1[C:11]([NH:18][C:19]2[CH:24]=[CH:23][C:22]([I:25])=[CH:21][C:20]=2[F:26])=[C:10]([C:9]([N:36]2[CH2:35][CH:34]([OH:33])[CH2:38][O:37]2)=[O:27])[CH:15]=[CH:14][C:13]=1[F:16]. The catalyst class is: 9. (4) Reactant: [CH2:1]([O:3][C:4]([C:6]1[S:10][C:9]([NH:11][C:12]2[CH:17]=[CH:16][CH:15]=[CH:14][CH:13]=2)=[N:8][C:7]=1[CH3:18])=[O:5])[CH3:2].[C:19](O[C:19]([O:21][C:22]([CH3:25])([CH3:24])[CH3:23])=[O:20])([O:21][C:22]([CH3:25])([CH3:24])[CH3:23])=[O:20].C(N(CC)CC)C. Product: [CH2:1]([O:3][C:4]([C:6]1[S:10][C:9]([N:11]([C:19]([O:21][C:22]([CH3:25])([CH3:24])[CH3:23])=[O:20])[C:12]2[CH:17]=[CH:16][CH:15]=[CH:14][CH:13]=2)=[N:8][C:7]=1[CH3:18])=[O:5])[CH3:2]. The catalyst class is: 119.